The task is: Predict the product of the given reaction.. This data is from Forward reaction prediction with 1.9M reactions from USPTO patents (1976-2016). The product is: [CH3:13][C:11]1[NH:5][C:6]([NH2:8])=[N:7][C:9](=[O:14])[CH:10]=1. Given the reactants C(=O)(O)O.[NH2:5][C:6]([NH2:8])=[NH:7].[C:9](OCC)(=[O:14])[CH2:10][C:11]([CH3:13])=O, predict the reaction product.